From a dataset of Forward reaction prediction with 1.9M reactions from USPTO patents (1976-2016). Predict the product of the given reaction. (1) Given the reactants Cl[CH2:2][CH2:3][C:4]([C:6]1[CH:11]=[CH:10][CH:9]=[CH:8][CH:7]=1)=[O:5].[CH3:12][S:13]([C:16]1[CH:21]=[CH:20][C:19]([S:22]([CH2:25][CH2:26][CH:27]2[CH2:32][CH2:31][NH:30][CH2:29][CH2:28]2)(=[O:24])=[O:23])=[CH:18][CH:17]=1)(=[O:15])=[O:14].C(=O)([O-])[O-].[K+].[K+], predict the reaction product. The product is: [O:5]=[C:4]([C:6]1[CH:11]=[CH:10][CH:9]=[CH:8][CH:7]=1)[CH2:3][CH2:2][N:30]1[CH2:31][CH2:32][CH:27]([CH2:26][CH2:25][S:22]([C:19]2[CH:20]=[CH:21][C:16]([S:13]([CH3:12])(=[O:15])=[O:14])=[CH:17][CH:18]=2)(=[O:24])=[O:23])[CH2:28][CH2:29]1. (2) Given the reactants [Cl:1][C:2]1[CH:3]=[CH:4][C:5]([S:9][CH3:10])=[C:6]([CH:8]=1)[NH2:7].[Cl:11][C:12]1[CH:17]=[CH:16][C:15]([S:18](Cl)(=[O:20])=[O:19])=[CH:14][C:13]=1[C:22]([F:25])([F:24])[F:23], predict the reaction product. The product is: [Cl:11][C:12]1[CH:17]=[CH:16][C:15]([S:18]([NH:7][C:6]2[CH:8]=[C:2]([Cl:1])[CH:3]=[CH:4][C:5]=2[S:9][CH3:10])(=[O:19])=[O:20])=[CH:14][C:13]=1[C:22]([F:25])([F:23])[F:24]. (3) Given the reactants [Cl:1][C:2]1[CH:9]=[CH:8][C:5]([CH2:6][NH2:7])=[CH:4][CH:3]=1.C[O-].[Na+].[OH:13][CH2:14][C:15]#[C:16][C:17]1[CH:18]=[C:19]2[C:24]3=[C:25]([CH2:27][C:28]([CH3:30])([CH3:29])[N:23]3[CH:22]=[C:21]([C:31](OCC)=[O:32])[C:20]2=[O:36])[CH:26]=1, predict the reaction product. The product is: [Cl:1][C:2]1[CH:9]=[CH:8][C:5]([CH2:6][NH:7][C:31]([C:21]2[C:20](=[O:36])[C:19]3[C:24]4=[C:25]([CH2:27][C:28]([CH3:30])([CH3:29])[N:23]4[CH:22]=2)[CH:26]=[C:17]([C:16]#[C:15][CH2:14][OH:13])[CH:18]=3)=[O:32])=[CH:4][CH:3]=1.